Dataset: Forward reaction prediction with 1.9M reactions from USPTO patents (1976-2016). Task: Predict the product of the given reaction. (1) Given the reactants O=[C:2]1[C:23]2[C:18](=[CH:19][CH:20]=[CH:21][CH:22]=2)[O:17][C:4]2([CH2:9][CH2:8][N:7]([C:10]([O:12][C:13]([CH3:16])([CH3:15])[CH3:14])=[O:11])[CH2:6][CH2:5]2)[CH2:3]1.[NH2:24][OH:25].O, predict the reaction product. The product is: [OH:25]/[N:24]=[C:2]1\[CH2:3][C:4]2([O:17][C:18]3[C:23]\1=[CH:22][CH:21]=[CH:20][CH:19]=3)[CH2:9][CH2:8][N:7]([C:10]([O:12][C:13]([CH3:16])([CH3:15])[CH3:14])=[O:11])[CH2:6][CH2:5]2. (2) Given the reactants Cl[C:2]1[C:7]2[C:8]3[CH2:14][CH2:13][CH2:12][CH2:11][C:9]=3[Se:10][C:6]=2[N:5]=[CH:4][N:3]=1.[Cl:15][C:16]1[CH:17]=[C:18]([CH:20]=[CH:21][C:22]=1[F:23])[NH2:19], predict the reaction product. The product is: [Cl:15][C:16]1[CH:17]=[C:18]([NH:19][C:2]2[C:7]3[C:8]4[CH2:14][CH2:13][CH2:12][CH2:11][C:9]=4[Se:10][C:6]=3[N:5]=[CH:4][N:3]=2)[CH:20]=[CH:21][C:22]=1[F:23]. (3) Given the reactants Cl[C:2]1[CH:7]=[CH:6][N:5]2[C:8]([C:11]([NH:13][C:14]3[CH:22]=[CH:21][CH:20]=[C:19]4[C:15]=3[C:16]([CH3:33])=[N:17][N:18]4[CH2:23][C:24]3[CH:29]=[CH:28][CH:27]=[C:26]([CH:30](C)C)[N:25]=3)=[O:12])=[CH:9][N:10]=[C:4]2[CH:3]=1.[CH3:34][C@@H:35]1[N:40]([CH3:41])[CH2:39][CH2:38][N:37]([CH2:42][CH2:43][OH:44])[CH2:36]1.C[C@H]1N(C)[C@@H](C)CN(CCO)C1, predict the reaction product. The product is: [CH3:34][C@@H:35]1[N:40]([CH3:41])[CH2:39][CH2:38][N:37]([CH2:42][CH2:43][O:44][C:2]2[CH:7]=[CH:6][N:5]3[C:8]([C:11]([NH:13][C:14]4[CH:22]=[CH:21][CH:20]=[C:19]5[C:15]=4[C:16]([CH3:33])=[N:17][N:18]5[CH2:23][C:24]4[CH:29]=[CH:28][CH:27]=[C:26]([CH3:30])[N:25]=4)=[O:12])=[CH:9][N:10]=[C:4]3[CH:3]=2)[CH2:36]1. (4) Given the reactants [NH2:1][C:2]1[N:16]=[CH:15][C:14](Br)=[CH:13][C:3]=1[C:4]([NH:6][C:7]1[CH:12]=[CH:11][N:10]=[CH:9][CH:8]=1)=[O:5].CC1(C)C(C)(C)OB([C:26]2[CH:27]=[N:28][N:29]([CH2:31][C:32]([NH2:34])=[O:33])[CH:30]=2)O1, predict the reaction product. The product is: [NH2:1][C:2]1[N:16]=[CH:15][C:14]([C:26]2[CH:27]=[N:28][N:29]([CH2:31][C:32](=[O:33])[NH2:34])[CH:30]=2)=[CH:13][C:3]=1[C:4]([NH:6][C:7]1[CH:12]=[CH:11][N:10]=[CH:9][CH:8]=1)=[O:5]. (5) Given the reactants [Cl:1][C:2]1[CH:7]=[CH:6][C:5]([S:8]([N:11]([CH2:21][C:22]2[CH:37]=[CH:36][C:25]([C:26]([NH:28][C@H:29]([CH2:34][OH:35])[C:30]([O:32]C)=[O:31])=[O:27])=[CH:24][CH:23]=2)[C@H:12]([C:15]2[CH:20]=[CH:19][CH:18]=[CH:17][CH:16]=2)[CH2:13][CH3:14])(=[O:10])=[O:9])=[CH:4][CH:3]=1, predict the reaction product. The product is: [Cl:1][C:2]1[CH:7]=[CH:6][C:5]([S:8]([N:11]([CH2:21][C:22]2[CH:37]=[CH:36][C:25]([C:26]([NH:28][C@H:29]([CH2:34][OH:35])[C:30]([OH:32])=[O:31])=[O:27])=[CH:24][CH:23]=2)[C@H:12]([C:15]2[CH:20]=[CH:19][CH:18]=[CH:17][CH:16]=2)[CH2:13][CH3:14])(=[O:10])=[O:9])=[CH:4][CH:3]=1. (6) The product is: [OH:43][C:6]1[CH:5]=[C:4]([OH:36])[CH:3]=[C:2]([O:26][CH3:25])[C:1]=1[CH:7]=[CH:8][C:9]([C:11]1[CH:16]=[CH:15][CH:14]=[CH:13][CH:12]=1)=[O:10]. Given the reactants [C:1]1([CH:7]=[CH:8][C:9]([C:11]2[CH:16]=[CH:15][CH:14]=[CH:13][CH:12]=2)=[O:10])[CH:6]=[CH:5][CH:4]=[CH:3][CH:2]=1.C1C=CC(CC[C:25](C2C=CC=CC=2O)=[O:26])=CC=1.C(C1C=CC=CC=1)(=[O:36])C.[OH-:43].[K+], predict the reaction product. (7) Given the reactants [NH2:1][C:2]1[N:7]=[C:6]([Cl:8])[CH:5]=[C:4](Cl)[N:3]=1.[Cl:10][C:11]1[C:12]([CH3:20])=[C:13](B(O)O)[CH:14]=[CH:15][CH:16]=1.C([O-])([O-])=O.[Na+].[Na+].O1CCOCC1, predict the reaction product. The product is: [Cl:8][C:6]1[CH:5]=[C:4]([C:13]2[CH:14]=[CH:15][CH:16]=[C:11]([Cl:10])[C:12]=2[CH3:20])[N:3]=[C:2]([NH2:1])[N:7]=1.